Dataset: Retrosynthesis with 50K atom-mapped reactions and 10 reaction types from USPTO. Task: Predict the reactants needed to synthesize the given product. Given the product CCN(CC)CCOc1ccc(OC2CCN(C(=O)OC(C)(C)C)CC2)cc1, predict the reactants needed to synthesize it. The reactants are: CC(C)(C)OC(=O)N1CCC(Oc2ccc(O)cc2)CC1.CCN(CC)CCCl.